From a dataset of Catalyst prediction with 721,799 reactions and 888 catalyst types from USPTO. Predict which catalyst facilitates the given reaction. The catalyst class is: 102. Reactant: Cl[C:2]1[N:7]=[C:6]([C:8]2[CH:9]=[N:10][N:11]([CH2:13][O:14][CH2:15][CH2:16][Si:17]([CH3:20])([CH3:19])[CH3:18])[CH:12]=2)[N:5]2[CH:21]=[CH:22][N:23]=[C:4]2[CH:3]=1.[CH:24]([N:27]1[CH:31]=[C:30](B2OC(C)(C)C(C)(C)O2)[CH:29]=[N:28]1)([CH3:26])[CH3:25].P([O-])([O-])([O-])=O.[K+].[K+].[K+].C1(P(C2CCCCC2)C2C=CC=CC=2C2C(C(C)C)=CC(C(C)C)=CC=2C(C)C)CCCCC1. Product: [CH:24]([N:27]1[CH:31]=[C:30]([C:2]2[N:7]=[C:6]([C:8]3[CH:9]=[N:10][N:11]([CH2:13][O:14][CH2:15][CH2:16][Si:17]([CH3:20])([CH3:19])[CH3:18])[CH:12]=3)[N:5]3[CH:21]=[CH:22][N:23]=[C:4]3[CH:3]=2)[CH:29]=[N:28]1)([CH3:26])[CH3:25].